Dataset: Forward reaction prediction with 1.9M reactions from USPTO patents (1976-2016). Task: Predict the product of the given reaction. (1) Given the reactants [CH3:1][O:2][C:3](=[O:23])[C@@H:4]([NH:13][C:14](=[O:22])[C:15]1[CH:20]=[CH:19][C:18]([NH2:21])=[CH:17][CH:16]=1)[CH2:5][C:6]1[CH:11]=[CH:10][C:9]([Br:12])=[CH:8][CH:7]=1.[C:24]1([CH:34]=O)[C:33]2[C:28](=[CH:29][CH:30]=[CH:31][CH:32]=2)[CH:27]=[CH:26][CH:25]=1.[BH-](OC(C)=O)(OC(C)=O)OC(C)=O.[Na+].C(Cl)Cl, predict the reaction product. The product is: [CH3:1][O:2][C:3](=[O:23])[C@@H:4]([NH:13][C:14](=[O:22])[C:15]1[CH:16]=[CH:17][C:18]([NH:21][CH2:34][C:24]2[C:33]3[C:28](=[CH:29][CH:30]=[CH:31][CH:32]=3)[CH:27]=[CH:26][CH:25]=2)=[CH:19][CH:20]=1)[CH2:5][C:6]1[CH:7]=[CH:8][C:9]([Br:12])=[CH:10][CH:11]=1. (2) Given the reactants [CH2:1]([O:3][C:4]([C:6]1[NH:7][C:8]2[C:13]([C:14]=1I)=[CH:12][CH:11]=[CH:10][CH:9]=2)=[O:5])[CH3:2].[N:16]1[CH:21]=[CH:20][CH:19]=[C:18](B(O)O)[CH:17]=1.C([O-])([O-])=O.[K+].[K+], predict the reaction product. The product is: [CH2:1]([O:3][C:4]([C:6]1[NH:7][C:8]2[C:13]([C:14]=1[C:18]1[CH:17]=[N:16][CH:21]=[CH:20][CH:19]=1)=[CH:12][CH:11]=[CH:10][CH:9]=2)=[O:5])[CH3:2]. (3) Given the reactants C(=O)([O-])[O-].[K+].[K+].[Cl:7][C:8]1[C:20]2[C:19]3[C:14](=[CH:15][CH:16]=[CH:17][CH:18]=3)[C:13](=[O:21])[C:12]=2[CH:11]=[C:10]([CH3:22])[CH:9]=1.C[Si](C)(C)[C:25]([F:28])([F:27])[F:26].[F-].[Cs+].Br[CH2:34][C:35]([O:37]CC)=[O:36], predict the reaction product. The product is: [Cl:7][C:8]1[C:20]2[C:19]3[C:14](=[CH:15][CH:16]=[CH:17][CH:18]=3)[C:13]([C:25]([F:28])([F:27])[F:26])([O:21][CH2:34][C:35]([OH:37])=[O:36])[C:12]=2[CH:11]=[C:10]([CH3:22])[CH:9]=1. (4) Given the reactants [Br:1][C:2]1[C:3](N)=[N:4][CH:5]=[C:6]([Br:8])[N:7]=1.N(OC(C)(C)C)=O.O.C(Cl)[Cl:19], predict the reaction product. The product is: [Br:1][C:2]1[C:3]([Cl:19])=[N:4][CH:5]=[C:6]([Br:8])[N:7]=1. (5) Given the reactants C([C:3]1[CH:4]=[C:5]([NH2:9])[CH:6]=CC=1)#C.[CH2:10]1[CH2:14]O[CH2:12][CH2:11]1.[C:23](O[C:23]([O:25][C:26]([CH3:29])([CH3:28])[CH3:27])=[O:24])([O:25][C:26]([CH3:29])([CH3:28])[CH3:27])=[O:24], predict the reaction product. The product is: [C:11]([C:10]1[CH:14]=[CH:6][C:5]([NH:9][C:23](=[O:24])[O:25][C:26]([CH3:27])([CH3:28])[CH3:29])=[CH:4][CH:3]=1)#[CH:12]. (6) The product is: [CH2:1]([O:3][C:4](=[O:29])[CH2:5][CH2:6][NH:7][C:8]([NH:10][C:11]1[S:12][C:13]([C:17]2[CH:18]=[CH:19][N:20]=[CH:21][CH:22]=2)=[C:14]([CH3:16])[N:15]=1)=[O:9])[CH3:2]. Given the reactants [CH2:1]([O:3][C:4](=[O:29])[CH2:5][CH2:6][NH:7][C:8]([NH:10][C:11]1[S:12][C:13]([C:17]2[CH:22]=[CH:21][N:20]=[C:19](N3CCOCC3)[CH:18]=2)=[C:14]([CH3:16])[N:15]=1)=[O:9])[CH3:2].C(OC(=O)CNC(NC1SC(C2C=CN=CC=2)=C(C)N=1)=O)C, predict the reaction product.